From a dataset of Full USPTO retrosynthesis dataset with 1.9M reactions from patents (1976-2016). Predict the reactants needed to synthesize the given product. (1) The reactants are: Br[C:2]1[CH:29]=[CH:28][C:5]([CH2:6][N:7]2[CH:11]=[C:10]([C:12]3[CH:17]=[CH:16][C:15]([Cl:18])=[CH:14][C:13]=3[Cl:19])[N:9]=[C:8]2[C:20]2[CH:25]=[CH:24][C:23]([O:26][CH3:27])=[CH:22][CH:21]=2)=[CH:4][CH:3]=1.[F:30][C:31]([F:42])([F:41])[C:32]1[CH:33]=[C:34](B(O)O)[CH:35]=[CH:36][CH:37]=1. Given the product [Cl:19][C:13]1[CH:14]=[C:15]([Cl:18])[CH:16]=[CH:17][C:12]=1[C:10]1[N:9]=[C:8]([C:20]2[CH:21]=[CH:22][C:23]([O:26][CH3:27])=[CH:24][CH:25]=2)[N:7]([CH2:6][C:5]2[CH:28]=[CH:29][C:2]([C:34]3[CH:35]=[CH:36][CH:37]=[C:32]([C:31]([F:42])([F:41])[F:30])[CH:33]=3)=[CH:3][CH:4]=2)[CH:11]=1, predict the reactants needed to synthesize it. (2) Given the product [NH2:8][C@H:9]1[CH2:13][CH2:12][N:11]([C:14]([O:16][C:17]2[CH:22]=[CH:21][C:20]([CH2:23][C@@H:24]3[C@@H:28]([CH2:29][C:30]4[CH:35]=[CH:34][C:33]([O:36][CH3:37])=[C:32]([O:38][CH3:39])[CH:31]=4)[CH2:27][O:26][C:25]3=[O:40])=[CH:19][C:18]=2[O:41][CH3:42])=[O:15])[CH2:10]1, predict the reactants needed to synthesize it. The reactants are: C(OC([NH:8][C@H:9]1[CH2:13][CH2:12][N:11]([C:14]([O:16][C:17]2[CH:22]=[CH:21][C:20]([CH2:23][C@@H:24]3[C@@H:28]([CH2:29][C:30]4[CH:35]=[CH:34][C:33]([O:36][CH3:37])=[C:32]([O:38][CH3:39])[CH:31]=4)[CH2:27][O:26][C:25]3=[O:40])=[CH:19][C:18]=2[O:41][CH3:42])=[O:15])[CH2:10]1)=O)(C)(C)C.Cl. (3) Given the product [Br:1][C:2]1[CH:3]=[CH:4][C:5]([O:32][C:33]([C:36](=[O:37])[N:41]([CH3:42])[CH3:40])([CH3:35])[CH3:34])=[C:6]([CH:8]2[C:13]3([C:53]4[C:54](=[CH:55][C:50]([Cl:69])=[CH:51][CH:52]=4)[NH:56][C:14]3=[O:23])[CH:12]([C:24]3[CH:29]=[CH:28][CH:27]=[C:26]([Cl:30])[CH:25]=3)[CH2:11][C:10](=[O:31])[NH:9]2)[CH:7]=1, predict the reactants needed to synthesize it. The reactants are: [Br:1][C:2]1[CH:3]=[CH:4][C:5]([O:32][C:33]([C:36](O)=[O:37])([CH3:35])[CH3:34])=[C:6]([CH:8]2[C:13]3(C4C(=CC(Cl)=CC=4)N[C:14]3=[O:23])[CH:12]([C:24]3[CH:29]=[CH:28][CH:27]=[C:26]([Cl:30])[CH:25]=3)[CH2:11][C:10](=[O:31])[NH:9]2)[CH:7]=1.C[CH2:40][N:41]=[C:42]=NCCCN(C)C.[CH:50]1[CH:51]=[CH:52][C:53]2N(O)N=[N:56][C:54]=2[CH:55]=1.CCN(C(C)C)C(C)C.[ClH:69].CNC. (4) Given the product [OH:45][CH2:32][CH2:31][CH2:30][NH:29][C:1](=[O:24])[CH2:2][CH2:3]/[CH:4]=[CH:5]\[CH2:6]/[CH:7]=[CH:8]\[CH2:9]/[CH:10]=[CH:11]\[CH2:12]/[CH:13]=[CH:14]\[CH2:15]/[CH:16]=[CH:17]\[CH2:18]/[CH:19]=[CH:20]\[CH2:21][CH3:22], predict the reactants needed to synthesize it. The reactants are: [C:1]([OH:24])(=O)[CH2:2][CH2:3]/[CH:4]=[CH:5]\[CH2:6]/[CH:7]=[CH:8]\[CH2:9]/[CH:10]=[CH:11]\[CH2:12]/[CH:13]=[CH:14]\[CH2:15]/[CH:16]=[CH:17]\[CH2:18]/[CH:19]=[CH:20]\[CH2:21][CH3:22].CCN=C=[N:29][CH2:30][CH2:31][CH2:32]N(C)C.C1C=CC2N([OH:45])N=NC=2C=1.CCN(CC)CC.